Dataset: Experimentally validated miRNA-target interactions with 360,000+ pairs, plus equal number of negative samples. Task: Binary Classification. Given a miRNA mature sequence and a target amino acid sequence, predict their likelihood of interaction. The miRNA is hsa-miR-4755-5p with sequence UUUCCCUUCAGAGCCUGGCUUU. The protein sequence of the target gene is MASVWKRLQRVGKHASKFQFVASYQELMVECTKKWQPDKLVVVWTRRSRRKSSKAHSWQPGIKNPYRGVVVWPVPENIEITVTLFKDPHAEEFEDKEWTFVIENESPSGRRKALATSSINMKQYASPMPTQTDVKLKFKPLSKKVVSATLQFSLSCIFLREGKATDEDMQSLASLMSMKQADIGNLDDFEEDNEDDDENRVNQEEKAAKITEIVNQLNALSSLDEDQDDCIKQANVPSAKSASSSEELINTLNFLDEAQKDLATVNTNPFDEPDVTELNPFGDPDSEEPITETTSPKKPE.... Result: 0 (no interaction).